This data is from Full USPTO retrosynthesis dataset with 1.9M reactions from patents (1976-2016). The task is: Predict the reactants needed to synthesize the given product. (1) Given the product [CH3:22][O:23][C:24]1[C:25]2=[CH:26][N:11]3[C:28]([CH2:29][C@@H:30]2[S:46][CH:47]=1)=[C:7]1[N:6]=[C:5]2[C:12]([C:8]1=[CH:9][CH2:10]3)=[CH:13][CH2:14][CH:3]=[C:4]2[CH2:36][CH2:35][Cl:34], predict the reactants needed to synthesize it. The reactants are: CO[C:3]1[CH:4]=[C:5]2[C:12](=[CH:13][CH:14]=1)[C:8]([CH2:9][CH2:10][NH2:11])=[CH:7][NH:6]2.COC1C=C(CCN)C=C[C:22]=1[O:23][CH2:24][C:25]1[CH:30]=[CH:29][CH:28]=C[CH:26]=1.[Cl:34][CH2:35][CH2:36]C1SC(CC(O)=O)=CC=1.[S:46]1C=CC=[C:47]1CC(O)=O. (2) Given the product [CH3:1][O:2][C:3]([C:5]1[N:6]([NH2:13])[CH:7]=[C:8]([Br:10])[CH:9]=1)=[O:4], predict the reactants needed to synthesize it. The reactants are: [CH3:1][O:2][C:3]([C:5]1[NH:6][CH:7]=[C:8]([Br:10])[CH:9]=1)=[O:4].[H-].[Na+].[NH4+:13].[Cl-]. (3) Given the product [C:1]12([C@@H:11]([NH:15][CH3:16])[C:12]([NH:65][C@H:64]([C:63]([N:62]([CH3:71])[C@@H:58]([CH:59]([CH3:61])[CH3:60])/[CH:57]=[C:51](\[CH3:50])/[C:52]([O:54][CH2:55][CH3:56])=[O:53])=[O:70])[C:66]([CH3:69])([CH3:68])[CH3:67])=[O:14])[CH2:10][CH:5]3[CH2:4][CH:3]([CH2:9][CH:7]([CH2:6]3)[CH2:8]1)[CH2:2]2, predict the reactants needed to synthesize it. The reactants are: [C:1]12([CH:11]([NH:15][CH3:16])[C:12]([OH:14])=O)[CH2:10][CH:5]3[CH2:6][CH:7]([CH2:9][CH:3]([CH2:4]3)[CH2:2]1)[CH2:8]2.C1CN([P+](ON2N=NC3C=CC=CC2=3)(N2CCCC2)N2CCCC2)CC1.F[P-](F)(F)(F)(F)F.[CH3:50]/[C:51](=[CH:57]\[C@@H:58]([N:62]([CH3:71])[C:63](=[O:70])[C@H:64]([C:66]([CH3:69])([CH3:68])[CH3:67])[NH2:65])[CH:59]([CH3:61])[CH3:60])/[C:52]([O:54][CH2:55][CH3:56])=[O:53].C(N(C(C)C)CC)(C)C. (4) Given the product [Br:1][C:2]1[CH:3]=[C:4]2[C:10]([CH2:11][C:12]3[CH:13]=[CH:14][C:15]([NH:19][CH2:29][C:23]4[C:24]([O:27][CH3:28])=[N:25][CH:26]=[C:21]([F:20])[CH:22]=4)=[N:16][C:17]=3[F:18])=[CH:9][NH:8][C:5]2=[N:6][CH:7]=1, predict the reactants needed to synthesize it. The reactants are: [Br:1][C:2]1[CH:3]=[C:4]2[C:10]([CH2:11][C:12]3[CH:13]=[CH:14][C:15]([NH2:19])=[N:16][C:17]=3[F:18])=[CH:9][NH:8][C:5]2=[N:6][CH:7]=1.[F:20][C:21]1[CH:22]=[C:23]([CH:29]=O)[C:24]([O:27][CH3:28])=[N:25][CH:26]=1.C([SiH](CC)CC)C.FC(F)(F)C(O)=O.